This data is from Peptide-MHC class I binding affinity with 185,985 pairs from IEDB/IMGT. The task is: Regression. Given a peptide amino acid sequence and an MHC pseudo amino acid sequence, predict their binding affinity value. This is MHC class I binding data. (1) The peptide sequence is IRFPKTFGY. The MHC is Mamu-B08 with pseudo-sequence Mamu-B08. The binding affinity (normalized) is 0.0393. (2) The peptide sequence is LYYQGSCYI. The MHC is H-2-Kd with pseudo-sequence H-2-Kd. The binding affinity (normalized) is 0.903. (3) The peptide sequence is QQQQQQQQQK. The MHC is HLA-A33:01 with pseudo-sequence HLA-A33:01. The binding affinity (normalized) is 0. (4) The peptide sequence is VVFEDGLPR. The MHC is HLA-B58:01 with pseudo-sequence HLA-B58:01. The binding affinity (normalized) is 0.0847. (5) The peptide sequence is LTTHCTKLR. The MHC is HLA-A68:01 with pseudo-sequence HLA-A68:01. The binding affinity (normalized) is 0.473. (6) The peptide sequence is ESKMSFLPI. The MHC is HLA-B08:01 with pseudo-sequence HLA-B08:01. The binding affinity (normalized) is 0.994. (7) The peptide sequence is PFPSQQPYL. The MHC is HLA-A26:01 with pseudo-sequence HLA-A26:01. The binding affinity (normalized) is 0.